This data is from Peptide-MHC class I binding affinity with 185,985 pairs from IEDB/IMGT. The task is: Regression. Given a peptide amino acid sequence and an MHC pseudo amino acid sequence, predict their binding affinity value. This is MHC class I binding data. (1) The peptide sequence is IICEDAMYY. The MHC is HLA-A68:01 with pseudo-sequence HLA-A68:01. The binding affinity (normalized) is 0.242. (2) The peptide sequence is YHDPETAAA. The MHC is HLA-B57:01 with pseudo-sequence HLA-B57:01. The binding affinity (normalized) is 0.213. (3) The peptide sequence is RLASYGLYY. The MHC is HLA-B08:03 with pseudo-sequence HLA-B08:03. The binding affinity (normalized) is 0.0847. (4) The MHC is HLA-A23:01 with pseudo-sequence HLA-A23:01. The peptide sequence is KFHQIEKEF. The binding affinity (normalized) is 0.185. (5) The peptide sequence is AYIDNYNKF. The MHC is HLA-A02:03 with pseudo-sequence HLA-A02:03. The binding affinity (normalized) is 0.0808. (6) The peptide sequence is TWSIHAKHEW. The MHC is HLA-A24:02 with pseudo-sequence HLA-A24:02. The binding affinity (normalized) is 0.659.